This data is from Reaction yield outcomes from USPTO patents with 853,638 reactions. The task is: Predict the reaction yield, written as a fraction of the theoretical maximum amount of product (1.0 means a 100% yield; for example, 0.34 means a 34% yield). (1) The reactants are C([Li])CCC.[Br:6][C:7]1[CH:12]=[CH:11][CH:10]=[C:9](Br)[CH:8]=1.[CH3:14][Si:15](Cl)([CH3:17])[CH3:16].O. The catalyst is CCOCC. The product is [Br:6][C:7]1[CH:12]=[CH:11][CH:10]=[C:9]([Si:15]([CH3:17])([CH3:16])[CH3:14])[CH:8]=1. The yield is 0.990. (2) The reactants are I[CH2:2][C@@H:3]([CH3:17])[CH2:4][N:5]1[C:10]2[CH:11]=[C:12]([CH3:15])[CH:13]=[CH:14][C:9]=2[O:8][CH2:7][C:6]1=[O:16].CCN(CC)CC.[CH2:25]([CH:29]1[CH2:34][CH2:33][NH:32][CH2:31][CH2:30]1)[CH2:26][CH2:27][CH3:28]. The catalyst is C(Cl)Cl.CC(C)=O.CO. The product is [CH2:25]([CH:29]1[CH2:34][CH2:33][N:32]([CH2:2][C@@H:3]([CH3:17])[CH2:4][N:5]2[C:10]3[CH:11]=[C:12]([CH3:15])[CH:13]=[CH:14][C:9]=3[O:8][CH2:7][C:6]2=[O:16])[CH2:31][CH2:30]1)[CH2:26][CH2:27][CH3:28]. The yield is 0.840.